Dataset: Reaction yield outcomes from USPTO patents with 853,638 reactions. Task: Predict the reaction yield, written as a fraction of the theoretical maximum amount of product (1.0 means a 100% yield; for example, 0.34 means a 34% yield). (1) The reactants are [CH2:1]([O:8][C:9]1[CH:14]=[C:13]([O:15][CH2:16][C:17]2[CH:22]=[CH:21][CH:20]=[CH:19][CH:18]=2)[C:12](Br)=[CH:11][C:10]=1[C:24]([N:26]1[CH2:34][C:33]2[C:28](=[CH:29][CH:30]=[CH:31][CH:32]=2)[CH2:27]1)=[O:25])[C:2]1[CH:7]=[CH:6][CH:5]=[CH:4][CH:3]=1.[F:35][C:36]([F:41])([F:40])C([O-])=O.[Na+]. The catalyst is [Cu]I. The product is [CH2:1]([O:8][C:9]1[CH:14]=[C:13]([O:15][CH2:16][C:17]2[CH:22]=[CH:21][CH:20]=[CH:19][CH:18]=2)[C:12]([C:36]([F:41])([F:40])[F:35])=[CH:11][C:10]=1[C:24]([N:26]1[CH2:34][C:33]2[C:28](=[CH:29][CH:30]=[CH:31][CH:32]=2)[CH2:27]1)=[O:25])[C:2]1[CH:7]=[CH:6][CH:5]=[CH:4][CH:3]=1. The yield is 0.290. (2) The reactants are C(N(CC)C(C)C)(C)C.Cl.[F:11][CH2:12][CH2:13][NH2:14].[Cl:15][C:16]1[CH:17]=[C:18]([CH:21]=[CH:22][C:23]=1F)[C:19]#[N:20]. The catalyst is CS(C)=O.O. The product is [Cl:15][C:16]1[CH:17]=[C:18]([CH:21]=[CH:22][C:23]=1[NH:14][CH2:13][CH2:12][F:11])[C:19]#[N:20]. The yield is 0.410.